From a dataset of Reaction yield outcomes from USPTO patents with 853,638 reactions. Predict the reaction yield, written as a fraction of the theoretical maximum amount of product (1.0 means a 100% yield; for example, 0.34 means a 34% yield). (1) The reactants are I[C:2]1[N:3]=[C:4]2[C:10]3[CH:11]=[CH:12][C:13]([C:15]([O:17][CH3:18])=[O:16])=[CH:14][C:9]=3[O:8][CH2:7][CH2:6][N:5]2[CH:19]=1.[CH:20]([N:23]1[CH:27]=[N:26][CH:25]=[N:24]1)([CH3:22])[CH3:21].C(=O)([O-])[O-].[Cs+].[Cs+].[OH-].[NH4+].O. The catalyst is [Cu]I.CC([O-])=O.CC([O-])=O.[Pd+2].CCOC(C)=O.CN(C=O)C. The product is [CH:20]([N:23]1[C:27]([C:2]2[N:3]=[C:4]3[C:10]4[CH:11]=[CH:12][C:13]([C:15]([O:17][CH3:18])=[O:16])=[CH:14][C:9]=4[O:8][CH2:7][CH2:6][N:5]3[CH:19]=2)=[N:26][CH:25]=[N:24]1)([CH3:22])[CH3:21]. The yield is 0.280. (2) The reactants are [CH3:1][O:2][C:3]1[CH:4]=[CH:5][C:6]([CH2:21][CH:22]2[S:26][C:25](=[O:27])[NH:24][C:23]2=[O:28])=[C:7]2[C:12]=1[N:11]([CH2:13][CH:14]1[CH2:19][CH2:18][NH:17][CH2:16][CH2:15]1)[C:10](=[O:20])[CH2:9][CH2:8]2.[O:29]1[CH2:34][CH2:33][C:32](=O)[CH2:31][CH2:30]1.C(O[BH-](OC(=O)C)OC(=O)C)(=O)C.[Na+].CCN(C(C)C)C(C)C. The catalyst is C(O)(=O)C.CN(C=O)C. The product is [CH3:1][O:2][C:3]1[CH:4]=[CH:5][C:6]([CH2:21][CH:22]2[S:26][C:25](=[O:27])[NH:24][C:23]2=[O:28])=[C:7]2[C:12]=1[N:11]([CH2:13][CH:14]1[CH2:15][CH2:16][N:17]([CH:32]3[CH2:33][CH2:34][O:29][CH2:30][CH2:31]3)[CH2:18][CH2:19]1)[C:10](=[O:20])[CH2:9][CH2:8]2. The yield is 0.300. (3) The reactants are [F:1][C:2]1[CH:3]=[CH:4][C:5]([C@@H:8]([NH2:10])[CH3:9])=[N:6][CH:7]=1.[Cl:11][C:12]1[N:17]=[C:16](Cl)[CH:15]=[CH:14][N:13]=1.C(N(CC)CC)C. The catalyst is O1CCCC1.O. The product is [Cl:11][C:12]1[N:17]=[C:16]([NH:10][C@H:8]([C:5]2[CH:4]=[CH:3][C:2]([F:1])=[CH:7][N:6]=2)[CH3:9])[CH:15]=[CH:14][N:13]=1. The yield is 0.100. (4) The catalyst is CC(C)=O. The yield is 0.910. The reactants are [F:1][C:2]1[CH:17]=[C:16]([F:18])[CH:15]=[CH:14][C:3]=1[CH2:4][C@H:5]([CH2:12][CH3:13])[CH2:6]OS(C)(=O)=O.[I-:19].[Na+]. The product is [F:1][C:2]1[CH:17]=[C:16]([F:18])[CH:15]=[CH:14][C:3]=1[CH2:4][C@@H:5]([CH2:6][I:19])[CH2:12][CH3:13].